Dataset: Reaction yield outcomes from USPTO patents with 853,638 reactions. Task: Predict the reaction yield, written as a fraction of the theoretical maximum amount of product (1.0 means a 100% yield; for example, 0.34 means a 34% yield). The reactants are [Cl-].O[NH3+:3].[C:4](=[O:7])([O-])[OH:5].[Na+].CS(C)=O.[CH2:13]([C:17]1[N:18]=[C:19]([CH3:48])[N:20]([C:39]2[CH:44]=[CH:43][CH:42]=[C:41]([CH:45]3[CH2:47][CH2:46]3)[CH:40]=2)[C:21](=[O:38])[C:22]=1[CH2:23][C:24]1[CH:29]=[CH:28][C:27]([C:30]2[C:31]([C:36]#[N:37])=[CH:32][CH:33]=[CH:34][CH:35]=2)=[CH:26][CH:25]=1)[CH2:14][CH2:15][CH3:16]. The catalyst is O.C(OCC)(=O)C. The product is [CH2:13]([C:17]1[N:18]=[C:19]([CH3:48])[N:20]([C:39]2[CH:44]=[CH:43][CH:42]=[C:41]([CH:45]3[CH2:46][CH2:47]3)[CH:40]=2)[C:21](=[O:38])[C:22]=1[CH2:23][C:24]1[CH:25]=[CH:26][C:27]([C:30]2[CH:35]=[CH:34][CH:33]=[CH:32][C:31]=2[C:36]2[NH:3][C:4](=[O:7])[O:5][N:37]=2)=[CH:28][CH:29]=1)[CH2:14][CH2:15][CH3:16]. The yield is 0.470.